This data is from Full USPTO retrosynthesis dataset with 1.9M reactions from patents (1976-2016). The task is: Predict the reactants needed to synthesize the given product. (1) Given the product [Cl:1][C:2]1[CH:3]=[CH:4][C:5]([N:8]([CH2:9][C:10]2[N:11]=[C:12]([CH3:15])[S:13][CH:14]=2)[CH:16]2[CH2:17][CH2:18][N:19]([C:22]3([CH3:28])[CH2:23][CH2:24][N:25]([C:32]([C:31]4[C:30]([CH3:29])=[N:38][CH:37]=[CH:36][C:35]=4[CH3:39])=[O:33])[CH2:26][CH2:27]3)[CH2:20][CH2:21]2)=[CH:6][CH:7]=1, predict the reactants needed to synthesize it. The reactants are: [Cl:1][C:2]1[CH:7]=[CH:6][C:5]([N:8]([CH:16]2[CH2:21][CH2:20][N:19]([C:22]3([CH3:28])[CH2:27][CH2:26][NH:25][CH2:24][CH2:23]3)[CH2:18][CH2:17]2)[CH2:9][C:10]2[N:11]=[C:12]([CH3:15])[S:13][CH:14]=2)=[CH:4][CH:3]=1.[CH3:29][C:30]1[N:38]=[CH:37][CH:36]=[C:35]([CH3:39])[C:31]=1[C:32](O)=[O:33].CC1(N2CCC(N(C3C=CC=CC=3)C3C=NC=CC=3)CC2)CCNCC1.ClC1C=CC(N)=CC=1.C(OC(N1CCC(=O)CC1)=O)(C)(C)C.ClCC1N=C(C)SC=1. (2) The reactants are: [C:1]([C:5]1[CH:9]=[C:8]([NH:10][C:11]([NH:13][C:14]2[CH:19]=[C:18]([C:20]3[C:31](=[O:32])[N:30]([CH3:33])[C:23]4[N:24]=[C:25](SC)[N:26]=[CH:27][C:22]=4[CH:21]=3)[CH:17]=[CH:16][C:15]=2[F:34])=[O:12])[O:7][N:6]=1)([CH3:4])([CH3:3])[CH3:2].C1C=C(Cl)C=C(C(OO)=O)C=1.[CH3:46][NH2:47].Cl. Given the product [C:1]([C:5]1[CH:9]=[C:8]([NH:10][C:11]([NH:13][C:14]2[CH:19]=[C:18]([C:20]3[C:31](=[O:32])[N:30]([CH3:33])[C:23]4[N:24]=[C:25]([NH:47][CH3:46])[N:26]=[CH:27][C:22]=4[CH:21]=3)[CH:17]=[CH:16][C:15]=2[F:34])=[O:12])[O:7][N:6]=1)([CH3:4])([CH3:3])[CH3:2], predict the reactants needed to synthesize it. (3) Given the product [N:27]1[N:23]([C:17]2[CH:18]=[C:19]([Cl:22])[CH:20]=[CH:21][C:16]=2[O:15][CH2:14][CH2:13][CH2:12][O:11][C:8]2[CH:7]=[CH:6][C:5]([CH:4]([CH3:33])[C:3]([OH:2])=[O:32])=[CH:10][CH:9]=2)[N:24]=[C:25]2[CH:31]=[CH:30][CH:29]=[CH:28][C:26]=12, predict the reactants needed to synthesize it. The reactants are: C[O:2][C:3](=[O:32])[CH2:4][C:5]1[CH:10]=[CH:9][C:8]([O:11][CH2:12][CH2:13][CH2:14][O:15][C:16]2[CH:21]=[CH:20][C:19]([Cl:22])=[CH:18][C:17]=2[N:23]2[N:27]=[C:26]3[CH:28]=[CH:29][CH:30]=[CH:31][C:25]3=[N:24]2)=[CH:7][CH:6]=1.[CH3:33][Si]([N-][Si](C)(C)C)(C)C.[K+].CI. (4) Given the product [CH3:1][O:2][C:3]1[C:4](=[O:5])[C:6]([NH:11][C:12]2[C:21]3[C:16](=[CH:17][C:18]([O:24][CH2:25][CH2:26][O:27][CH3:28])=[C:19]([O:22][CH3:23])[CH:20]=3)[N:15]=[CH:14][N:13]=2)=[C:7]([S:29][C:30]2[CH:35]=[CH:34][CH:33]=[CH:32][N:31]=2)[C:8]([CH:9]=1)=[O:10], predict the reactants needed to synthesize it. The reactants are: [CH3:1][O:2][C:3]1[C:4]([C:6]([NH:11][C:12]2[C:21]3[C:16](=[CH:17][C:18]([O:24][CH2:25][CH2:26][O:27][CH3:28])=[C:19]([O:22][CH3:23])[CH:20]=3)[N:15]=[CH:14][N:13]=2)=[CH:7][C:8](=[O:10])[CH:9]=1)=[O:5].[SH:29][C:30]1[CH:35]=[CH:34][CH:33]=[CH:32][N:31]=1.